This data is from Forward reaction prediction with 1.9M reactions from USPTO patents (1976-2016). The task is: Predict the product of the given reaction. (1) Given the reactants O[C:2]([C:5]1[N:6]=[N:7][N:8]([CH2:10][CH2:11][C:12]([O:14][CH3:15])=[O:13])[CH:9]=1)([CH3:4])[CH3:3].N1C=CC=CC=1.O=P(Cl)(Cl)Cl.Cl, predict the reaction product. The product is: [CH2:3]=[C:2]([C:5]1[N:6]=[N:7][N:8]([CH2:10][CH2:11][C:12]([O:14][CH3:15])=[O:13])[CH:9]=1)[CH3:4]. (2) Given the reactants [OH:1][C:2]1[CH:3]=[N:4][C:5]([C:8]2[CH:9]=[C:10]([CH:25]=[CH:26][CH:27]=2)[CH2:11][C:12]2[C:17](=[O:18])[CH:16]=[CH:15][N:14]([C:19]3[CH:20]=[N:21][N:22]([CH3:24])[CH:23]=3)[N:13]=2)=[N:6][CH:7]=1.C([O-])([O-])=O.[K+].[K+].[CH3:34][C@H:35]1[O:37][C@H:36]1[CH3:38], predict the reaction product. The product is: [OH:37][CH:36]([CH3:38])[CH:35]([CH3:34])[O:1][C:2]1[CH:3]=[N:4][C:5]([C:8]2[CH:9]=[C:10]([CH:25]=[CH:26][CH:27]=2)[CH2:11][C:12]2[C:17](=[O:18])[CH:16]=[CH:15][N:14]([C:19]3[CH:20]=[N:21][N:22]([CH3:24])[CH:23]=3)[N:13]=2)=[N:6][CH:7]=1. (3) Given the reactants [NH2:1][C:2]1[CH:3]=[C:4]([CH2:8][CH2:9][OH:10])[CH:5]=[CH:6][CH:7]=1.[CH3:11][C:12]1[S:13][C:14]([C:18](O)=[O:19])=[C:15]([CH3:17])[N:16]=1.Cl.CN(C)CCCN=C=NCC.ON1C2C=CC=CC=2N=N1, predict the reaction product. The product is: [OH:10][CH2:9][CH2:8][C:4]1[CH:3]=[C:2]([NH:1][C:18]([C:14]2[S:13][C:12]([CH3:11])=[N:16][C:15]=2[CH3:17])=[O:19])[CH:7]=[CH:6][CH:5]=1. (4) Given the reactants Br[C:2]1[CH:7]=[CH:6][N:5]=[C:4]2[N:8]([S:11]([CH3:14])(=[O:13])=[O:12])[CH:9]=[CH:10][C:3]=12.[B:15]1([B:15]2[O:19][C:18]([CH3:21])([CH3:20])[C:17]([CH3:23])([CH3:22])[O:16]2)[O:19][C:18]([CH3:21])([CH3:20])[C:17]([CH3:23])([CH3:22])[O:16]1.C([O-])(=O)C.[K+], predict the reaction product. The product is: [CH3:14][S:11]([N:8]1[C:4]2=[N:5][CH:6]=[CH:7][C:2]([B:15]3[O:19][C:18]([CH3:21])([CH3:20])[C:17]([CH3:23])([CH3:22])[O:16]3)=[C:3]2[CH:10]=[CH:9]1)(=[O:13])=[O:12]. (5) Given the reactants [C:1]([O:5][C:6]([NH:8][CH2:9][CH2:10][CH2:11][N:12]1[C:21]2[CH:20]=[CH:19][C:18]([C:22](O)=[O:23])=[CH:17][C:16]=2[C:15]2=[N:25][N:26]([CH:29]3[CH2:34][CH2:33][CH2:32][CH2:31][O:30]3)[C:27]([CH3:28])=[C:14]2[C:13]1=[O:35])=[O:7])([CH3:4])([CH3:3])[CH3:2].[CH3:36][N:37]([CH3:62])[CH2:38][CH2:39][NH:40]C(C1C=CC2N(CCCN)C(=O)C3=C(C)NN=C3C=2C=1)=O.CCN(C(C)C)C(C)C.CN(C(ON1N=NC2C=CC=NC1=2)=[N+](C)C)C.F[P-](F)(F)(F)(F)F, predict the reaction product. The product is: [C:1]([O:5][C:6](=[O:7])[NH:8][CH2:9][CH2:10][CH2:11][N:12]1[C:21]2[CH:20]=[CH:19][C:18]([C:22](=[O:23])[NH:40][CH2:39][CH2:38][N:37]([CH3:62])[CH3:36])=[CH:17][C:16]=2[C:15]2=[N:25][N:26]([CH:29]3[CH2:34][CH2:33][CH2:32][CH2:31][O:30]3)[C:27]([CH3:28])=[C:14]2[C:13]1=[O:35])([CH3:2])([CH3:4])[CH3:3]. (6) Given the reactants [Cl:1][C:2]1[CH:3]=[C:4]([CH2:9][S:10]([NH:13][C:14]2[C:19]([O:20][CH3:21])=[CH:18][C:17]([S:22]([CH:25]([CH3:27])C)(=[O:24])=[O:23])=C[N:15]=2)(=[O:12])=[O:11])[CH:5]=[C:6]([Cl:8])[CH:7]=1.ClC1C=C(CS([NH:40]C2N=NC(SCC)=CC=2OC)(=O)=O)C=C(Cl)C=1.ClC1C=C(CS(NC2C(OC)=CC(SC(C)C)=CN=2)(=O)=O)C=C(Cl)C=1, predict the reaction product. The product is: [Cl:1][C:2]1[CH:3]=[C:4]([CH2:9][S:10]([NH:13][C:14]2[N:15]=[N:40][C:17]([S:22]([CH2:25][CH3:27])(=[O:24])=[O:23])=[CH:18][C:19]=2[O:20][CH3:21])(=[O:12])=[O:11])[CH:5]=[C:6]([Cl:8])[CH:7]=1. (7) The product is: [CH3:1][O:2][C:3]1[CH:9]=[CH:8][C:7]([O:10][CH3:11])=[CH:6][C:4]=1[CH2:12][C:13]([NH2:14])=[O:23]. Given the reactants [CH3:1][O:2][C:3]1[CH:9]=[CH:8][C:7]([O:10][CH3:11])=[CH:6][C:4]=1N.[CH3:12][CH2:13][N:14](C(C)C)C(C)C.C(OC(=O)C)(=[O:23])C, predict the reaction product. (8) Given the reactants [CH2:1]([O:3][C:4](=[O:34])[CH2:5][C:6]1[CH:7]=[C:8]([C:14]2[CH:19]=[CH:18][C:17]([C:20]3[CH:21]=[C:22]4[C:27](=[CH:28][CH:29]=3)[N:26]=[CH:25][CH:24]=[CH:23]4)=[CH:16][C:15]=2[CH2:30][NH:31][CH2:32][CH3:33])[C:9]([O:12][CH3:13])=[CH:10][CH:11]=1)[CH3:2].[Cl:35][C:36]1[CH:46]=[CH:45][C:39]([O:40][CH2:41][C:42](Cl)=[O:43])=[CH:38][CH:37]=1, predict the reaction product. The product is: [CH2:1]([O:3][C:4](=[O:34])[CH2:5][C:6]1[CH:7]=[C:8]([C:14]2[CH:19]=[CH:18][C:17]([C:20]3[CH:21]=[C:22]4[C:27](=[CH:28][CH:29]=3)[N:26]=[CH:25][CH:24]=[CH:23]4)=[CH:16][C:15]=2[CH2:30][N:31]([C:42](=[O:43])[CH2:41][O:40][C:39]2[CH:45]=[CH:46][C:36]([Cl:35])=[CH:37][CH:38]=2)[CH2:32][CH3:33])[C:9]([O:12][CH3:13])=[CH:10][CH:11]=1)[CH3:2]. (9) Given the reactants [C:1]([Si:5]([CH3:28])([CH3:27])[O:6][C@H:7]1[CH2:15][CH2:14][CH2:13][C@@:12]2([CH3:16])[C@H:8]1[CH2:9][CH2:10][C@@H:11]2[C@H:17]([CH2:25]I)[CH2:18][CH2:19][CH2:20][C:21]([CH3:24])([OH:23])[CH3:22])([CH3:4])([CH3:3])[CH3:2].[C:29](OCC)(=O)[CH3:30].CCCCCC, predict the reaction product. The product is: [C:1]([Si:5]([CH3:28])([CH3:27])[O:6][C@H:7]1[CH2:15][CH2:14][CH2:13][C@@:12]2([CH3:16])[C@H:8]1[CH2:9][CH2:10][C@@H:11]2[C@H:17]([CH2:25][C:29]#[CH:30])[CH2:18][CH2:19][CH2:20][C:21]([CH3:24])([OH:23])[CH3:22])([CH3:4])([CH3:3])[CH3:2].